Dataset: Full USPTO retrosynthesis dataset with 1.9M reactions from patents (1976-2016). Task: Predict the reactants needed to synthesize the given product. (1) Given the product [Cl:9][C:10]1[CH:11]=[CH:12][C:13]([S:16]([N:19]2[CH:24]3[CH2:25][CH2:26][CH2:27][CH:20]2[C:21]2[CH:29]=[N:8][N:7]([CH:1]4[CH2:6][CH2:5][CH2:4][CH2:3][CH2:2]4)[C:22]=2[CH2:23]3)(=[O:18])=[O:17])=[CH:14][CH:15]=1, predict the reactants needed to synthesize it. The reactants are: [CH:1]1([NH:7][NH2:8])[CH2:6][CH2:5][CH2:4][CH2:3][CH2:2]1.[Cl:9][C:10]1[CH:15]=[CH:14][C:13]([S:16]([N:19]2[CH:24]3[CH2:25][CH2:26][CH2:27][CH:20]2[C:21](=[CH:29]O)[C:22](=O)[CH2:23]3)(=[O:18])=[O:17])=[CH:12][CH:11]=1. (2) Given the product [F:1][C:2]1[CH:25]=[CH:24][C:5]([CH2:6][N:7]2[C:15]3[C:10](=[CH:11][C:12](/[CH:16]=[C:17]4/[C:18](=[O:23])[N:19]([CH2:33][CH2:32][O:31][CH3:30])[C:20](=[O:22])[S:21]/4)=[CH:13][CH:14]=3)[CH:9]=[CH:8]2)=[C:4]([C:26]([F:29])([F:27])[F:28])[CH:3]=1, predict the reactants needed to synthesize it. The reactants are: [F:1][C:2]1[CH:25]=[CH:24][C:5]([CH2:6][N:7]2[C:15]3[C:10](=[CH:11][C:12](/[CH:16]=[C:17]4/[C:18](=[O:23])[NH:19][C:20](=[O:22])[S:21]/4)=[CH:13][CH:14]=3)[CH:9]=[CH:8]2)=[C:4]([C:26]([F:29])([F:28])[F:27])[CH:3]=1.[CH3:30][O:31][CH2:32][CH2:33]Br. (3) The reactants are: [NH2:1][C:2]1[C:7]([C:8]([OH:10])=O)=[CH:6][N:5]=[CH:4][N:3]=1.Cl.CN.C(Cl)CCl.C1C=CC2N(O)N=[N:24][C:22]=2C=1.CCN(C(C)C)C(C)C. Given the product [NH2:1][C:2]1[C:7]([C:8]([NH:24][CH3:22])=[O:10])=[CH:6][N:5]=[CH:4][N:3]=1, predict the reactants needed to synthesize it. (4) Given the product [Cl:20][C:21]1[N:22]=[CH:23][C:24]([CH2:27][N:3]2[C:2]([CH3:1])=[CH:7][C:6](=[O:8])[N:5]3[N:9]=[C:10]([S:12][CH3:13])[N:11]=[C:4]23)=[CH:25][CH:26]=1, predict the reactants needed to synthesize it. The reactants are: [CH3:1][C:2]1[CH:7]=[C:6]([OH:8])[N:5]2[N:9]=[C:10]([S:12][CH3:13])[N:11]=[C:4]2[N:3]=1.C(=O)([O-])[O-].[K+].[K+].[Cl:20][C:21]1[CH:26]=[CH:25][C:24]([CH2:27]Cl)=[CH:23][N:22]=1.O. (5) Given the product [ClH:10].[F:22][C:15]1[CH:14]=[C:13]2[C:18]([CH:19]=[CH:20][C:11]([N:7]3[CH2:8][CH2:9][N:4]([CH:1]([CH3:3])[CH3:2])[CH2:5][CH2:6]3)=[N:12]2)=[CH:17][C:16]=1[CH3:21], predict the reactants needed to synthesize it. The reactants are: [CH:1]([N:4]1[CH2:9][CH2:8][NH:7][CH2:6][CH2:5]1)([CH3:3])[CH3:2].[Cl:10][C:11]1[CH:20]=[CH:19][C:18]2[C:13](=[CH:14][C:15]([F:22])=[C:16]([CH3:21])[CH:17]=2)[N:12]=1. (6) Given the product [CH2:1]([N:8]1[C:16]2[C:11](=[CH:12][CH:13]=[C:14]([C:17]([NH:64][C@H:65]([CH3:67])[CH2:66][OH:51])=[O:18])[CH:15]=2)[C:10]([C:20]([NH:21][CH2:22][C:23]2[CH:28]=[CH:27][C:26]([F:29])=[C:25]([F:30])[CH:24]=2)=[O:31])=[C:9]1[CH:32]([CH3:33])[CH3:34])[C:2]1[CH:3]=[CH:4][CH:5]=[CH:6][CH:7]=1, predict the reactants needed to synthesize it. The reactants are: [CH2:1]([N:8]1[C:16]2[C:11](=[CH:12][CH:13]=[C:14]([C:17](O)=[O:18])[CH:15]=2)[C:10]([C:20](=[O:31])[NH:21][CH2:22][C:23]2[CH:28]=[CH:27][C:26]([F:29])=[C:25]([F:30])[CH:24]=2)=[C:9]1[CH:32]([CH3:34])[CH3:33])[C:2]1[CH:7]=[CH:6][CH:5]=[CH:4][CH:3]=1.F[P-](F)(F)(F)(F)F.N1([O:51][P+](N(C)C)(N(C)C)N(C)C)C2C=CC=CC=2N=N1.CC[N:64](C(C)C)[CH:65]([CH3:67])[CH3:66]. (7) Given the product [F:1][C:2]1[CH:7]=[C:6]([F:8])[CH:5]=[CH:4][C:3]=1[C:9]([N:12]1[CH2:16][CH2:15][CH2:14][CH2:13]1)=[CH2:10], predict the reactants needed to synthesize it. The reactants are: [F:1][C:2]1[CH:7]=[C:6]([F:8])[CH:5]=[CH:4][C:3]=1[C:9](=O)[CH3:10].[NH:12]1[CH2:16][CH2:15][CH2:14][CH2:13]1. (8) Given the product [CH3:32][O:33][C:34]1[CH:39]=[CH:38][C:37]([O:40][CH2:2][CH2:3][CH2:4][S:5]([N:8]2[CH2:13][CH2:12][CH:11]([C:14]3[C:22]4[C:17](=[C:18]([C:29]([NH2:31])=[O:30])[CH:19]=[C:20]([C:23]5[CH:28]=[CH:27][CH:26]=[CH:25][CH:24]=5)[CH:21]=4)[NH:16][CH:15]=3)[CH2:10][CH2:9]2)(=[O:7])=[O:6])=[CH:36][CH:35]=1, predict the reactants needed to synthesize it. The reactants are: Cl[CH2:2][CH2:3][CH2:4][S:5]([N:8]1[CH2:13][CH2:12][CH:11]([C:14]2[C:22]3[C:17](=[C:18]([C:29]([NH2:31])=[O:30])[CH:19]=[C:20]([C:23]4[CH:28]=[CH:27][CH:26]=[CH:25][CH:24]=4)[CH:21]=3)[NH:16][CH:15]=2)[CH2:10][CH2:9]1)(=[O:7])=[O:6].[CH3:32][O:33][C:34]1[CH:39]=[CH:38][C:37]([OH:40])=[CH:36][CH:35]=1.C([O-])([O-])=O.[K+].[K+].